Dataset: Catalyst prediction with 721,799 reactions and 888 catalyst types from USPTO. Task: Predict which catalyst facilitates the given reaction. Reactant: [Cl:1][C:2]1[CH:3]=[C:4]([C@H:9]([OH:23])[C@@H:10]2[CH2:15][CH2:14][CH2:13][N:12]([C:16]([O:18][C:19]([CH3:22])([CH3:21])[CH3:20])=[O:17])[CH2:11]2)[CH:5]=[C:6]([F:8])[CH:7]=1.[H-].[Na+].Br[CH2:27][C:28]#[N:29]. Product: [Cl:1][C:2]1[CH:3]=[C:4]([C@H:9]([O:23][CH2:27][C:28]#[N:29])[C@@H:10]2[CH2:15][CH2:14][CH2:13][N:12]([C:16]([O:18][C:19]([CH3:20])([CH3:22])[CH3:21])=[O:17])[CH2:11]2)[CH:5]=[C:6]([F:8])[CH:7]=1. The catalyst class is: 10.